Task: Predict the product of the given reaction.. Dataset: Forward reaction prediction with 1.9M reactions from USPTO patents (1976-2016) (1) Given the reactants [OH:1][CH2:2][C@H:3]([NH:5][C:6]1[C:7]2[S:24][C:23](=[O:25])[NH:22][C:8]=2[N:9]=[C:10]([S:12]([CH2:15][C:16]2C=C[CH:19]=[CH:18][CH:17]=2)(=O)=O)[N:11]=1)[CH3:4].C(S)C1[O:31]C=CC=1, predict the reaction product. The product is: [O:31]1[CH:19]=[CH:18][CH:17]=[C:16]1[CH2:15][S:12][C:10]1[N:11]=[C:6]([NH:5][C@H:3]([CH3:4])[CH2:2][OH:1])[C:7]2[S:24][C:23](=[O:25])[NH:22][C:8]=2[N:9]=1. (2) Given the reactants [N:1]1[CH:6]=[CH:5][CH:4]=[C:3]([C:7]2[N:11]([C:12]3[CH:13]=[N:14][C:15]([NH2:18])=[N:16][CH:17]=3)[N:10]=[C:9]([C:19]([F:22])([F:21])[F:20])[CH:8]=2)[CH:2]=1.[C:23](Cl)(=[O:30])[C:24]1[CH:29]=[CH:28][CH:27]=[CH:26][CH:25]=1.C(=O)(O)[O-].[Na+], predict the reaction product. The product is: [N:1]1[CH:6]=[CH:5][CH:4]=[C:3]([C:7]2[N:11]([C:12]3[CH:17]=[N:16][C:15]([NH:18][C:23](=[O:30])[C:24]4[CH:29]=[CH:28][CH:27]=[CH:26][CH:25]=4)=[N:14][CH:13]=3)[N:10]=[C:9]([C:19]([F:21])([F:22])[F:20])[CH:8]=2)[CH:2]=1. (3) Given the reactants [CH2:1]([N:8]1[C:16]2[C:11](=[CH:12][C:13]([NH2:17])=[CH:14][CH:15]=2)[CH:10]=[CH:9]1)[C:2]1[CH:7]=[CH:6][CH:5]=[CH:4][CH:3]=1.Cl[C:19]1[N:28]=[CH:27][C:26]([CH:29]2[CH2:31][CH2:30]2)=[CH:25][C:20]=1[C:21]([O:23][CH3:24])=[O:22].C(=O)([O-])[O-].[Cs+].[Cs+].C1(C)C=CC=CC=1, predict the reaction product. The product is: [CH2:1]([N:8]1[C:16]2[C:11](=[CH:12][C:13]([NH:17][C:19]3[N:28]=[CH:27][C:26]([CH:29]4[CH2:31][CH2:30]4)=[CH:25][C:20]=3[C:21]([O:23][CH3:24])=[O:22])=[CH:14][CH:15]=2)[CH:10]=[CH:9]1)[C:2]1[CH:3]=[CH:4][CH:5]=[CH:6][CH:7]=1. (4) The product is: [C:30]([O:29][C:27]([NH:1][CH:2]([C:8]1[CH:16]=[CH:15][C:11]([C:12]([OH:14])=[O:13])=[CH:10][CH:9]=1)[C:3]([O:5][CH2:6][CH3:7])=[O:4])=[O:26])([CH3:33])([CH3:32])[CH3:31]. Given the reactants [NH2:1][CH:2]([C:8]1[CH:16]=[CH:15][C:11]([C:12]([OH:14])=[O:13])=[CH:10][CH:9]=1)[C:3]([O:5][CH2:6][CH3:7])=[O:4].CCN(C(C)C)C(C)C.[O:26](C(OC(C)(C)C)=O)[C:27]([O:29][C:30]([CH3:33])([CH3:32])[CH3:31])=O, predict the reaction product. (5) Given the reactants [CH2:1]([O:3][C:4]([C:6]1[O:14][C:13]2[C:12]([F:15])=[CH:11][N:10]=[CH:9][C:8]=2[C:7]=1[NH:16][C:17]1[CH:22]=[CH:21][C:20]([Si](C)(C)C)=[CH:19][C:18]=1[F:27])=[O:5])[CH3:2].[I:28]Cl.S([O-])([O-])(=O)=S.[Na+].[Na+], predict the reaction product. The product is: [CH2:1]([O:3][C:4]([C:6]1[O:14][C:13]2[C:12]([F:15])=[CH:11][N:10]=[CH:9][C:8]=2[C:7]=1[NH:16][C:17]1[CH:22]=[CH:21][C:20]([I:28])=[CH:19][C:18]=1[F:27])=[O:5])[CH3:2].